From a dataset of Catalyst prediction with 721,799 reactions and 888 catalyst types from USPTO. Predict which catalyst facilitates the given reaction. (1) The catalyst class is: 31. Reactant: [NH2:1][CH2:2][C@@H:3]1[C@@H:11]([C@@:12]2([CH3:21])[CH2:17][CH2:16][C@H:15]([OH:18])[CH2:14][C@@H:13]2[CH2:19][OH:20])[CH2:10][CH2:9][C@@:8]2([CH3:22])[C@H:4]1[CH2:5][CH2:6][C:7]2=[CH2:23].C1CN([P+](ON2N=NC3C=CC=CC2=3)(N2CCCC2)N2CCCC2)CC1.F[P-](F)(F)(F)(F)F.[C:57](O)(=[O:64])[C:58]1[CH:63]=[CH:62][N:61]=[CH:60][CH:59]=1.CCN(C(C)C)C(C)C. Product: [OH:18][C@H:15]1[CH2:16][CH2:17][C@@:12]([C@H:11]2[CH2:10][CH2:9][C@@:8]3([CH3:22])[C@@H:4]([CH2:5][CH2:6][C:7]3=[CH2:23])[C@@H:3]2[CH2:2][NH:1][C:57](=[O:64])[C:58]2[CH:63]=[CH:62][N:61]=[CH:60][CH:59]=2)([CH3:21])[C@@H:13]([CH2:19][OH:20])[CH2:14]1. (2) Reactant: [F:1][C:2]([F:7])([F:6])[C:3]([O-:5])=[O:4].F[C:9](F)(F)[C:10]([O-:12])=O.C[NH+]1CCCC(C([NH:24][C@H:25]([C:34]2[NH2+:35][C:36]([C:39]3[CH:44]=[CH:43][CH:42]=[CH:41][CH:40]=3)=[CH:37][N:38]=2)[CH2:26][CH2:27][CH2:28][CH2:29][CH2:30]C(=O)C)=O)C1.F[C:46](F)(F)[C:47]([O-:49])=O.F[C:53](F)(F)C([O-])=O.[NH3+][C@H:60]([C:69]1[NH2+:70][C:71]([C:74]2[CH:79]=CC=CC=2)=[CH:72]N=1)[CH2:61]CCCCC(=O)C.CCN(CC)CC.CCN=C=NCCCN(C)C.Cl.C1C=CC2N(O)N=NC=2C=1.COC1C=C2C(=CC=1)NC(C)=C2CC(O)=O. Product: [F:1][C:2]([F:7])([F:6])[C:3]([O-:5])=[O:4].[CH3:53][O:49][C:47]1[CH:46]=[C:79]2[C:69](=[CH:60][CH:61]=1)[NH:70][C:71]([CH3:72])=[C:74]2[CH2:9][C:10]([NH:24][C@H:25]([C:34]1[NH2+:35][C:36]([C:39]2[CH:40]=[CH:41][CH:42]=[CH:43][CH:44]=2)=[CH:37][N:38]=1)[CH2:26][CH2:27][CH2:28][CH2:29][CH2:30][C:3](=[O:5])[CH3:2])=[O:12]. The catalyst class is: 2. (3) Reactant: C(O)(=O)C.[Cl:5][C:6]1[CH:7]=[N:8][N:9]([C:11]2([C:14](=[NH:18])OCC)[CH2:13][CH2:12]2)[CH:10]=1.[S].C(N(CC)CC)C.Cl.Cl.[NH2:29][C:30]1[CH:31]=[CH:32][C:33]([N:37]2[CH2:42][CH2:41][CH2:40][C@@H:39]([C:43]([O:45][CH2:46][CH3:47])=[O:44])[CH2:38]2)=[N:34][C:35]=1N. Product: [Cl:5][C:6]1[CH:7]=[N:8][N:9]([C:11]2([C:14]3[NH:18][C:35]4=[N:34][C:33]([N:37]5[CH2:42][CH2:41][CH2:40][C@@H:39]([C:43]([O:45][CH2:46][CH3:47])=[O:44])[CH2:38]5)=[CH:32][CH:31]=[C:30]4[N:29]=3)[CH2:12][CH2:13]2)[CH:10]=1. The catalyst class is: 8. (4) Product: [CH3:8][O:9][C:10]1[CH:15]=[CH:14][C:13]([C:16]([NH:29][CH2:30][CH2:31][CH2:32][CH2:33][CH2:34][C:35]([O:37][C:45]2[C:50]([F:51])=[C:49]([F:52])[CH:48]=[C:47]([F:60])[C:46]=2[F:61])=[O:36])([C:17]2[CH:22]=[CH:21][CH:20]=[CH:19][CH:18]=2)[C:23]2[CH:24]=[CH:25][CH:26]=[CH:27][CH:28]=2)=[CH:12][CH:11]=1. The catalyst class is: 2. Reactant: C([NH+](CC)CC)C.[CH3:8][O:9][C:10]1[CH:15]=[CH:14][C:13]([C:16]([NH:29][CH2:30][CH2:31][CH2:32][CH2:33][CH2:34][C:35]([O-:37])=[O:36])([C:23]2[CH:28]=[CH:27][CH:26]=[CH:25][CH:24]=2)[C:17]2[CH:22]=[CH:21][CH:20]=[CH:19][CH:18]=2)=[CH:12][CH:11]=1.C(N(CC)CC)C.[CH:45]1[C:50]([F:51])=[C:49]([F:52])[C:48](OC(C(F)(F)F)=O)=[C:47]([F:60])[C:46]=1[F:61].